Task: Predict the reactants needed to synthesize the given product.. Dataset: Full USPTO retrosynthesis dataset with 1.9M reactions from patents (1976-2016) (1) Given the product [OH:34][CH:29]([C:17]1[CH:18]=[N:19][CH:20]=[CH:21][N:16]=1)[CH2:28][CH2:27][C:26]1[CH:25]=[C:24]([O:23][CH3:22])[CH:33]=[CH:32][C:31]=1[OH:30], predict the reactants needed to synthesize it. The reactants are: CC1(C)CCCC(C)(C)N1.C([Li])CCC.[N:16]1[CH:21]=[CH:20][N:19]=[CH:18][CH:17]=1.[CH3:22][O:23][C:24]1[CH:25]=[C:26]2[C:31](=[CH:32][CH:33]=1)[O:30][CH:29]([OH:34])[CH2:28][CH2:27]2. (2) Given the product [CH2:23]([C:25]1[O:29][C:28]([C:30]2[CH:31]=[CH:32][C:33]([C:36]([F:38])([F:39])[F:37])=[CH:34][CH:35]=2)=[N:27][C:26]=1[CH2:40][O:1][CH2:2][C@@H:3]1[CH2:8][CH2:7][CH2:6][C@H:5]([CH2:9][O:10][C:11]([CH3:20])([CH3:19])[C:12]([O:14][C:15]([CH3:18])([CH3:17])[CH3:16])=[O:13])[CH2:4]1)[CH3:24], predict the reactants needed to synthesize it. The reactants are: [OH:1][CH2:2][C@H:3]1[CH2:8][CH2:7][CH2:6][C@@H:5]([CH2:9][O:10][C:11]([CH3:20])([CH3:19])[C:12]([O:14][C:15]([CH3:18])([CH3:17])[CH3:16])=[O:13])[CH2:4]1.[H-].[Na+].[CH2:23]([C:25]1[O:29][C:28]([C:30]2[CH:35]=[CH:34][C:33]([C:36]([F:39])([F:38])[F:37])=[CH:32][CH:31]=2)=[N:27][C:26]=1[CH2:40]I)[CH3:24].O. (3) Given the product [CH3:4][C:1]([O:5][C:6](=[O:7])[NH:8][C@@H:9]([CH2:15][CH:16]([CH3:18])[CH3:17])[CH:10]([OH:14])[C:11](=[O:13])[NH:28][CH2:27][CH2:26][O:19][C:20]1[CH:25]=[CH:24][CH:23]=[CH:22][CH:21]=1)([CH3:2])[CH3:3], predict the reactants needed to synthesize it. The reactants are: [C:1]([O:5][C:6]([NH:8][C@@H:9]([CH2:15][CH:16]([CH3:18])[CH3:17])[CH:10]([OH:14])[C:11]([OH:13])=O)=[O:7])([CH3:4])([CH3:3])[CH3:2].[O:19]([CH2:26][CH2:27][NH2:28])[C:20]1[CH:25]=[CH:24][CH:23]=[CH:22][CH:21]=1.C(N)C. (4) The reactants are: Cl[C:2]1[N:3]=[CH:4][C:5]2[N:11]([CH3:12])[C:10](=[O:13])[CH2:9][CH:8]([CH3:14])[N:7]([CH:15]3[CH2:19][CH2:18][CH2:17][CH2:16]3)[C:6]=2[N:20]=1.[NH2:21][C:22]1[CH:30]=[CH:29][C:25]([C:26]([OH:28])=[O:27])=[CH:24][C:23]=1[O:31][CH3:32].C(O)C. Given the product [CH:15]1([N:7]2[CH:8]([CH3:14])[CH2:9][C:10](=[O:13])[N:11]([CH3:12])[C:5]3[CH:4]=[N:3][C:2]([NH:21][C:22]4[CH:30]=[CH:29][C:25]([C:26]([OH:28])=[O:27])=[CH:24][C:23]=4[O:31][CH3:32])=[N:20][C:6]2=3)[CH2:19][CH2:18][CH2:17][CH2:16]1, predict the reactants needed to synthesize it. (5) Given the product [OH:1][C:2]1[CH:9]=[CH:8][C:5](/[CH:6]=[CH:13]/[C:14]([OH:16])=[O:15])=[C:4]([O:10][CH3:11])[CH:3]=1, predict the reactants needed to synthesize it. The reactants are: [OH:1][C:2]1[CH:9]=[CH:8][C:5]([CH:6]=O)=[C:4]([O:10][CH3:11])[CH:3]=1.C(O)(=O)[CH2:13][C:14]([OH:16])=[O:15].N1CCCCC1.